From a dataset of Peptide-MHC class I binding affinity with 185,985 pairs from IEDB/IMGT. Regression. Given a peptide amino acid sequence and an MHC pseudo amino acid sequence, predict their binding affinity value. This is MHC class I binding data. The peptide sequence is DLANSHQRSD. The MHC is H-2-Db with pseudo-sequence H-2-Db. The binding affinity (normalized) is 0.0621.